This data is from Ames mutagenicity test results for genotoxicity prediction. The task is: Regression/Classification. Given a drug SMILES string, predict its toxicity properties. Task type varies by dataset: regression for continuous values (e.g., LD50, hERG inhibition percentage) or binary classification for toxic/non-toxic outcomes (e.g., AMES mutagenicity, cardiotoxicity, hepatotoxicity). Dataset: ames. (1) The molecule is CN1[C@@H](CSCC(F)(F)F)Nc2cc(Cl)c(S(N)(=O)=O)cc2S1(=O)=O. The result is 0 (non-mutagenic). (2) The compound is ClCc1ccc2c3c(cccc13)-c1ccccc1-2. The result is 1 (mutagenic). (3) The molecule is NNc1nc2ccc3nc4ccccc4c(O)c3c2s1. The result is 1 (mutagenic). (4) The drug is CC(=O)OCc1c2ccccc2cc2ccccc12. The result is 1 (mutagenic).